Dataset: Forward reaction prediction with 1.9M reactions from USPTO patents (1976-2016). Task: Predict the product of the given reaction. (1) Given the reactants [CH:1]1[C:13]2[CH2:12][C:11]3[C:6](=[CH:7][CH:8]=[CH:9][CH:10]=3)[C:5]=2[CH:4]=[CH:3][CH:2]=1.C([Li])CCC.CCCCCC.[C:25]([C:29]1[CH:30]=[C:31]([CH3:49])[C:32](=[C:34]([C:42]2[CH:47]=[CH:46][C:45]([Cl:48])=[CH:44][CH:43]=2)[C:35]2[CH:40]=[CH:39][C:38]([Cl:41])=[CH:37][CH:36]=2)[CH:33]=1)([CH3:28])([CH3:27])[CH3:26].Cl, predict the reaction product. The product is: [C:25]([C:29]1[CH:30]=[C:31]([CH3:49])[CH:32]([C:34]([C:1]2[C:13]3[CH2:12][C:11]4[C:6](=[CH:7][CH:8]=[CH:9][CH:10]=4)[C:5]=3[CH:4]=[CH:3][CH:2]=2)([C:35]2[CH:36]=[CH:37][C:38]([Cl:41])=[CH:39][CH:40]=2)[C:42]2[CH:43]=[CH:44][C:45]([Cl:48])=[CH:46][CH:47]=2)[CH:33]=1)([CH3:26])([CH3:27])[CH3:28]. (2) Given the reactants [CH:1]1[N:5]2[C:6]3[C:11]([NH:12][C:13](=O)[C:4]2=[N:3][CH:2]=1)=[CH:10][CH:9]=[CH:8][CH:7]=3.C(N(CC)C1C=CC=CC=1)C.C(Cl)[Cl:27].CO, predict the reaction product. The product is: [Cl:27][C:13]1[C:4]2[N:5]([CH:1]=[CH:2][N:3]=2)[C:6]2[C:11]([N:12]=1)=[CH:10][CH:9]=[CH:8][CH:7]=2. (3) Given the reactants Cl[C:2]1[CH:7]=[CH:6][N:5]=[C:4]([NH:8][CH:9]2[CH2:14][C:13]([CH3:16])([CH3:15])[NH:12][C:11]([CH3:18])([CH3:17])[CH2:10]2)[N:3]=1.[CH3:19][O:20][C:21]1[CH:25]=[CH:24][S:23][C:22]=1[CH2:26][CH2:27][C:28]([CH3:31])([OH:30])[CH3:29], predict the reaction product. The product is: [CH3:19][O:20][C:21]1[CH:25]=[C:24]([C:2]2[CH:7]=[CH:6][N:5]=[C:4]([NH:8][CH:9]3[CH2:14][C:13]([CH3:16])([CH3:15])[NH:12][C:11]([CH3:18])([CH3:17])[CH2:10]3)[N:3]=2)[S:23][C:22]=1[CH2:26][CH2:27][C:28]([CH3:31])([OH:30])[CH3:29]. (4) Given the reactants [CH3:1][CH:2]([CH3:27])[C@H:3]([N:8]1[CH2:16][C:15]2[C:10](=[CH:11][CH:12]=[C:13]([C:17]3[CH:22]=[CH:21][C:20]([N+:23]([O-])=O)=[CH:19][CH:18]=3)[CH:14]=2)[C:9]1=[O:26])[C:4]([O:6][CH3:7])=[O:5].[Cl-].[NH4+].C1COCC1.O, predict the reaction product. The product is: [NH2:23][C:20]1[CH:21]=[CH:22][C:17]([C:13]2[CH:14]=[C:15]3[C:10](=[CH:11][CH:12]=2)[C:9](=[O:26])[N:8]([C@@H:3]([CH:2]([CH3:27])[CH3:1])[C:4]([O:6][CH3:7])=[O:5])[CH2:16]3)=[CH:18][CH:19]=1. (5) Given the reactants [C:1]1([C:7]2[CH:8]=[CH:9][CH:10]=[C:11]3[C:16]=2[CH:15]=[C:14](OS(C(F)(F)F)(=O)=O)[CH:13]=[CH:12]3)[CH:6]=[CH:5][CH:4]=[CH:3][CH:2]=1.C(=O)(OC(C)(C)C)[NH2:26].C(=O)([O-])[O-].[Cs+].[Cs+], predict the reaction product. The product is: [C:1]1([C:7]2[CH:8]=[CH:9][CH:10]=[C:11]3[C:16]=2[CH:15]=[C:14]([NH2:26])[CH:13]=[CH:12]3)[CH:6]=[CH:5][CH:4]=[CH:3][CH:2]=1. (6) Given the reactants Br[C:2]1[C:3](=[O:32])[N:4]([CH2:24][CH2:25][C:26]2[CH:31]=[CH:30][CH:29]=[CH:28][CH:27]=2)[C:5]([C:9]2[CH:14]=[CH:13][CH:12]=[C:11]([F:15])[C:10]=2[O:16]CC2C=CC=CC=2)=[N:6][C:7]=1[CH3:8].[F-].[Cs+].[CH3:35][C:36]1[S:37][C:38]([Sn](CCCC)(CCCC)CCCC)=[CH:39][N:40]=1, predict the reaction product. The product is: [F:15][C:11]1[C:10]([OH:16])=[C:9]([C:5]2[N:4]([CH2:24][CH2:25][C:26]3[CH:31]=[CH:30][CH:29]=[CH:28][CH:27]=3)[C:3](=[O:32])[C:2]([C:38]3[S:37][C:36]([CH3:35])=[N:40][CH:39]=3)=[C:7]([CH3:8])[N:6]=2)[CH:14]=[CH:13][CH:12]=1. (7) Given the reactants [CH2:1]1[CH:12]2[CH:4]([NH:5][C:6]3[C:7]([C:13]([NH:15][C@@H:16]([CH3:20])[C:17](O)=[O:18])=[O:14])=[CH:8][CH:9]=[CH:10][C:11]=32)[CH2:3][CH2:2]1, predict the reaction product. The product is: [CH3:20][C@@H:16]1[NH:15][C:13](=[O:14])[C:7]2=[C:6]3[C:11](=[CH:10][CH:9]=[CH:8]2)[CH:12]2[CH2:1][CH2:2][CH2:3][CH:4]2[N:5]3[C:17]1=[O:18]. (8) Given the reactants C(O)(C(F)(F)F)=O.C(OC(=O)[NH:14][CH2:15][CH2:16][NH:17][C:18]([NH:20][C:21]1[CH:26]=[CH:25][CH:24]=[C:23]([C:27]2[CH:28]=[N:29][N:30]3[CH:35]=[C:34]([C:36]4[CH:41]=[CH:40][C:39]([F:42])=[CH:38][CH:37]=4)[CH:33]=[N:32][C:31]=23)[CH:22]=1)=[O:19])(C)(C)C, predict the reaction product. The product is: [NH2:14][CH2:15][CH2:16][NH:17][C:18]([NH:20][C:21]1[CH:26]=[CH:25][CH:24]=[C:23]([C:27]2[CH:28]=[N:29][N:30]3[CH:35]=[C:34]([C:36]4[CH:37]=[CH:38][C:39]([F:42])=[CH:40][CH:41]=4)[CH:33]=[N:32][C:31]=23)[CH:22]=1)=[O:19]. (9) Given the reactants [F:1][C:2]1[CH:7]=[CH:6][C:5]([Mg]Br)=[CH:4][CH:3]=1.[N:10]12[CH2:17][CH2:16][C:13]([C:18]([O:20]CC)=O)([CH2:14][CH2:15]1)[CH2:12][CH2:11]2, predict the reaction product. The product is: [N:10]12[CH2:11][CH2:12][C:13]([C:18]([C:5]3[CH:6]=[CH:7][C:2]([F:1])=[CH:3][CH:4]=3)([C:5]3[CH:6]=[CH:7][C:2]([F:1])=[CH:3][CH:4]=3)[OH:20])([CH2:14][CH2:15]1)[CH2:16][CH2:17]2.